Binary Classification. Given a drug SMILES string, predict its activity (active/inactive) in a high-throughput screening assay against a specified biological target. From a dataset of HIV replication inhibition screening data with 41,000+ compounds from the AIDS Antiviral Screen. (1) The drug is O=c1n(Cc2ccccc2)c2ccccc2n1CC1CS1. The result is 0 (inactive). (2) The molecule is O=C(Nc1ccccc1)c1cc(S(=O)(=O)N2CCNC2=O)c(S)cc1Cl. The result is 1 (active). (3) The compound is CCOC(=O)C1C(=O)c2cccc(OC)c2C2COC(=O)N12. The result is 0 (inactive). (4) The compound is NC(=O)CC(N)C(=O)NC(Cc1ccccc1)C(=O)NC(Cc1ccccc1)NC(=O)C(Cc1c[nH]c2ccccc12)C(=O)O. The result is 0 (inactive). (5) The compound is CC(C)CCC1CC2C(=O)N(c3ccccc3)C(=O)C2c2[nH]c3ccccc3c21. The result is 0 (inactive). (6) The molecule is NS(=O)(=O)c1ccc(NC(=O)COC(=O)c2cccc3c(=O)c4ccccc4[nH]c23)cc1. The result is 0 (inactive).